This data is from Full USPTO retrosynthesis dataset with 1.9M reactions from patents (1976-2016). The task is: Predict the reactants needed to synthesize the given product. (1) Given the product [C:57]([C:56]1[CH:59]=[CH:60][C:53]([N:47]2[C:48](=[O:52])[C:49]([CH3:51])([CH3:50])[N:45]([C:42]3[CH:41]=[CH:40][C:39]([O:38][CH2:12][CH2:13][CH2:14][O:15][CH2:16][CH2:17][O:18][CH2:19][CH2:20][O:21][CH2:22][CH2:23][NH:24][C:25](=[O:31])[O:26][C:27]([CH3:30])([CH3:29])[CH3:28])=[CH:44][CH:43]=3)[C:46]2=[S:65])=[CH:54][C:55]=1[C:61]([F:63])([F:64])[F:62])#[N:58], predict the reactants needed to synthesize it. The reactants are: CC1C=CC(S(O[CH2:12][CH2:13][CH2:14][O:15][CH2:16][CH2:17][O:18][CH2:19][CH2:20][O:21][CH2:22][CH2:23][NH:24][C:25](=[O:31])[O:26][C:27]([CH3:30])([CH3:29])[CH3:28])(=O)=O)=CC=1.C(=O)([O-])[O-].[K+].[K+].[OH:38][C:39]1[CH:44]=[CH:43][C:42]([N:45]2[C:49]([CH3:51])([CH3:50])[C:48](=[O:52])[N:47]([C:53]3[CH:60]=[CH:59][C:56]([C:57]#[N:58])=[C:55]([C:61]([F:64])([F:63])[F:62])[CH:54]=3)[C:46]2=[S:65])=[CH:41][CH:40]=1. (2) The reactants are: [CH3:1][N:2]([S:12]([C:15]1[CH:20]=[CH:19][C:18]([O:21][CH2:22][C:23]2[C:32]3[C:27](=[CH:28][CH:29]=[CH:30][CH:31]=3)[N:26]=[C:25]([CH3:33])[CH:24]=2)=[CH:17][CH:16]=1)(=[O:14])=[O:13])[CH:3]1[CH2:8][CH2:7][O:6][CH2:5][CH:4]1[C:9]([OH:11])=O.[NH2:34][OH:35]. Given the product [OH:35][NH:34][C:9]([C@H:4]1[C@H:3]([N:2]([CH3:1])[S:12]([C:15]2[CH:20]=[CH:19][C:18]([O:21][CH2:22][C:23]3[C:32]4[C:27](=[CH:28][CH:29]=[CH:30][CH:31]=4)[N:26]=[C:25]([CH3:33])[CH:24]=3)=[CH:17][CH:16]=2)(=[O:14])=[O:13])[CH2:8][CH2:7][O:6][CH2:5]1)=[O:11], predict the reactants needed to synthesize it. (3) The reactants are: [CH:1]([C:4]1[C:9]([C:10]([O:12][CH2:13][CH3:14])=[O:11])=[CH:8][N:7]=[C:6](S(C)(=O)=O)[N:5]=1)([CH3:3])[CH3:2].O1CCOCC1.[CH2:25]1[CH:29]2[CH2:30][CH:31]([NH2:32])[CH:27]([CH2:28]2)[CH2:26]1. Given the product [C@H:27]12[CH2:28][C@H:29]([CH2:25][CH2:26]1)[CH2:30][C@H:31]2[NH:32][C:6]1[N:5]=[C:4]([CH:1]([CH3:3])[CH3:2])[C:9]([C:10]([O:12][CH2:13][CH3:14])=[O:11])=[CH:8][N:7]=1, predict the reactants needed to synthesize it. (4) Given the product [Cl:1][C:2]1[CH:13]=[CH:12][C:5]2[O:6][C@@H:7]([CH2:15][NH:14][S:21]([NH:24][C:25]([O:27][C:28]([CH3:31])([CH3:30])[CH3:29])=[O:26])(=[O:23])=[O:22])[CH2:8][O:9][C:4]=2[CH:3]=1, predict the reactants needed to synthesize it. The reactants are: [Cl:1][C:2]1[CH:13]=[CH:12][C:5]2[O:6][C@H:7](NC)[CH2:8][O:9][C:4]=2[CH:3]=1.[N:14]1C=CC=C[CH:15]=1.Cl[S:21]([NH:24][C:25]([O:27][C:28]([CH3:31])([CH3:30])[CH3:29])=[O:26])(=[O:23])=[O:22]. (5) The reactants are: [C:1]([CH2:3][CH2:4][C:5]([C:14]1[CH:19]=[CH:18][C:17]([N+:20]([O-:22])=[O:21])=[CH:16][C:15]=1[F:23])(C(OC)=O)C(OC)=O)#[N:2].[Cl-].[Na+].O. Given the product [F:23][C:15]1[CH:16]=[C:17]([N+:20]([O-:22])=[O:21])[CH:18]=[CH:19][C:14]=1[CH2:5][CH2:4][CH2:3][C:1]#[N:2], predict the reactants needed to synthesize it.